Task: Predict the reaction yield, written as a fraction of the theoretical maximum amount of product (1.0 means a 100% yield; for example, 0.34 means a 34% yield).. Dataset: Reaction yield outcomes from USPTO patents with 853,638 reactions (1) The reactants are [CH3:1][N:2]([CH3:19])[CH2:3][CH2:4][O:5][C:6]1[CH:11]=[CH:10][C:9]([NH2:12])=[CH:8][C:7]=1[C:13]1[N:14]([CH3:18])[N:15]=[CH:16][CH:17]=1.[Cl:20][C:21]1[CH:26]=[CH:25][C:24]([N:27]=[C:28]=[O:29])=[CH:23][CH:22]=1. The catalyst is C(Cl)Cl. The product is [Cl:20][C:21]1[CH:26]=[CH:25][C:24]([NH:27][C:28]([NH:12][C:9]2[CH:10]=[CH:11][C:6]([O:5][CH2:4][CH2:3][N:2]([CH3:19])[CH3:1])=[C:7]([C:13]3[N:14]([CH3:18])[N:15]=[CH:16][CH:17]=3)[CH:8]=2)=[O:29])=[CH:23][CH:22]=1. The yield is 0.698. (2) The reactants are [C:1]1([S:7][C:8]2[CH:9]=[C:10]([CH:14]([N:18]3[CH:22]=[C:21]([C:23]4[C:24]5[CH:31]=[CH:30][N:29](COCC[Si](C)(C)C)[C:25]=5[N:26]=[CH:27][N:28]=4)[CH:20]=[N:19]3)[CH2:15][C:16]#[N:17])[CH:11]=[N:12][CH:13]=2)[CH:6]=[CH:5][CH:4]=[CH:3][CH:2]=1.C(Cl)Cl.[C:43]([OH:49])([C:45]([F:48])([F:47])[F:46])=[O:44].CO.C(N)CN. No catalyst specified. The product is [F:46][C:45]([F:48])([F:47])[C:43]([OH:49])=[O:44].[C:1]1([S:7][C:8]2[CH:9]=[C:10]([CH:14]([N:18]3[CH:22]=[C:21]([C:23]4[C:24]5[CH:31]=[CH:30][NH:29][C:25]=5[N:26]=[CH:27][N:28]=4)[CH:20]=[N:19]3)[CH2:15][C:16]#[N:17])[CH:11]=[N:12][CH:13]=2)[CH:2]=[CH:3][CH:4]=[CH:5][CH:6]=1. The yield is 0.581. (3) The yield is 0.540. The product is [CH3:26][N:27]1[CH2:32][CH2:31][CH:30]([NH:33][C:15]([C:14]2[C:10]([C:2]3[S:1][C:5]4[CH2:6][CH2:7][CH2:8][CH2:9][C:4]=4[N:3]=3)=[N:11][N:12]([CH2:18][O:19][CH2:20][CH2:21][Si:22]([CH3:23])([CH3:25])[CH3:24])[CH:13]=2)=[O:16])[CH2:29][CH2:28]1. The reactants are [S:1]1[C:5]2[CH2:6][CH2:7][CH2:8][CH2:9][C:4]=2[N:3]=[C:2]1[C:10]1[C:14]([C:15](O)=[O:16])=[CH:13][N:12]([CH2:18][O:19][CH2:20][CH2:21][Si:22]([CH3:25])([CH3:24])[CH3:23])[N:11]=1.[CH3:26][N:27]1[CH2:32][CH2:31][CH:30]([NH2:33])[CH2:29][CH2:28]1.CN(C(ON1N=NC2C=CC=NC1=2)=[N+](C)C)C.F[P-](F)(F)(F)(F)F.CCN(C(C)C)C(C)C. The catalyst is CN(C=O)C. (4) The reactants are [CH3:1][C:2]1[N:6]2[CH:7]=[CH:8][CH:9]=[CH:10][C:5]2=[N:4][C:3]=1[NH:11][C:12](=[O:18])[O:13][C:14]([CH3:17])([CH3:16])[CH3:15].[H-].[Na+].Cl[S:22]([C:25]1[CH:34]=[CH:33][C:28]([C:29]([O:31][CH3:32])=[O:30])=[CH:27][CH:26]=1)(=[O:24])=[O:23]. The catalyst is CN(C=O)C.CCOC(C)=O. The product is [C:14]([O:13][C:12]([N:11]([C:3]1[N:4]=[C:5]2[CH:10]=[CH:9][CH:8]=[CH:7][N:6]2[C:2]=1[CH3:1])[S:22]([C:25]1[CH:26]=[CH:27][C:28]([C:29]([O:31][CH3:32])=[O:30])=[CH:33][CH:34]=1)(=[O:24])=[O:23])=[O:18])([CH3:15])([CH3:17])[CH3:16]. The yield is 0.600. (5) The reactants are [F:1][C:2]1[CH:3]=[CH:4][C:5]([C:8]2[C:12]([CH2:13][CH2:14][C:15]3[S:16][C:17]([C:20]([OH:22])=O)=[CH:18][N:19]=3)=[C:11]([CH3:23])[O:10][N:9]=2)=[N:6][CH:7]=1.[CH:24]([NH2:27])([CH3:26])[CH3:25]. No catalyst specified. The product is [CH:24]([NH:27][C:20]([C:17]1[S:16][C:15]([CH2:14][CH2:13][C:12]2[C:8]([C:5]3[CH:4]=[CH:3][C:2]([F:1])=[CH:7][N:6]=3)=[N:9][O:10][C:11]=2[CH3:23])=[N:19][CH:18]=1)=[O:22])([CH3:26])[CH3:25]. The yield is 0.510. (6) The reactants are [CH2:1]([OH:4])[CH2:2][OH:3].[H-].[Na+].[CH3:7][O:8][C:9]1[CH:10]=[C:11]([CH:14]=[CH:15][CH:16]=1)[CH2:12]Cl.O. The catalyst is C1COCC1.[N+](CCCC)(CCCC)(CCCC)CCCC.[I-].CCOC(C)=O. The product is [CH3:7][O:8][C:9]1[CH:10]=[C:11]([CH2:12][O:3][CH2:2][CH2:1][OH:4])[CH:14]=[CH:15][CH:16]=1. The yield is 0.420. (7) The yield is 0.726. The product is [O:20]=[C:45]1[C:46]2[C:42]([CH:41]=[CH:40][N:39]=2)=[N:43][C:44]1=[O:61]. The catalyst is C1C=CC(/C=C/C(/C=C/C2C=CC=CC=2)=O)=CC=1.C1C=CC(/C=C/C(/C=C/C2C=CC=CC=2)=O)=CC=1.C1C=CC(/C=C/C(/C=C/C2C=CC=CC=2)=O)=CC=1.[Pd].[Pd].F[B-](F)(F)F.C([PH+](C(C)(C)C)C(C)(C)C)(C)(C)C.CO. The reactants are BrC1C(=O)N(CCCCCC)C2C=1C=C1C(=C(Br)C(=[O:20])N1CCCCCC)C=2.C(C(CCCCCCCCCC)C[N:39]1[C:46](C2SC(B3OC(C)(C)C(C)(C)O3)=CC=2)=[C:45]2[C:41](=[C:42](C3SC(B4OC(C)(C)C(C)(C)O4)=CC=3)[N:43](CC(CCCCCCCC)CCCCCCCCCC)[C:44]2=[O:61])[C:40]1=O)CCCCCCC.[O-]P([O-])([O-])=O.[K+].[K+].[K+].C1(C)C=CC=CC=1.O. (8) The reactants are [C:1](/[N:3]=[C:4](\SC)/[NH:5][C:6]1[CH:11]=[C:10]([Cl:12])[C:9]([I:13])=[C:8]([Cl:14])[CH:7]=1)#[N:2].[NH2:17][NH2:18]. The catalyst is C(O)C. The product is [Cl:12][C:10]1[CH:11]=[C:6]([NH:5][C:4]2[N:3]=[C:1]([NH2:2])[NH:18][N:17]=2)[CH:7]=[C:8]([Cl:14])[C:9]=1[I:13]. The yield is 0.370. (9) The reactants are [Cl:1][C:2]1[N:3]=[N:4][C:5](Cl)=[CH:6][CH:7]=1.[CH:9](B(O)O)=[CH2:10].C(=O)([O-])[O-].[K+].[K+].O1CCOCC1. The catalyst is C1C=CC([PH+]([C]2[CH][CH][CH][CH]2)C2C=CC=CC=2)=CC=1.C1C=CC([PH+]([C]2[CH][CH][CH][CH]2)C2C=CC=CC=2)=CC=1.C(Cl)Cl.Cl[Pd]Cl.[Fe].O. The product is [Cl:1][C:2]1[N:3]=[N:4][C:5]([CH:9]=[CH2:10])=[CH:6][CH:7]=1. The yield is 0.920.